Predict the reaction yield, written as a fraction of the theoretical maximum amount of product (1.0 means a 100% yield; for example, 0.34 means a 34% yield). From a dataset of Reaction yield outcomes from USPTO patents with 853,638 reactions. (1) The product is [CH2:2]([O:3][CH2:4][CH:5]([CH2:7][OH:8])[OH:6])[CH2:9][CH2:25][CH2:24][CH2:23][CH2:22][CH2:21][CH2:20][CH2:19][CH2:18][CH2:17][CH2:16][CH2:15][CH2:14][CH2:13][CH3:12]. The yield is 0.820. The catalyst is C1(C)C=CC=CC=1. The reactants are C[C:2]1([CH3:9])[O:6][C@H:5]([CH2:7][OH:8])[CH2:4][O:3]1.[OH-].[K+].[CH2:12](Br)[CH2:13][CH2:14][CH2:15][CH2:16][CH2:17][CH2:18][CH2:19][CH2:20][CH2:21][CH2:22][CH2:23][CH2:24][CH2:25]CC.O. (2) The reactants are [OH-].[Na+].C[O:4][C:5](=[O:43])[C@@H:6]([O:14][C:15]1[CH:20]=[CH:19][C:18]([C:21]2[CH:26]=[CH:25][C:24]([C:27]3[C:31]4[CH:32]=[CH:33][CH:34]=[CH:35][C:30]=4[O:29][C:28]=3[CH2:36][C:37]3[CH:42]=[CH:41][CH:40]=[CH:39][CH:38]=3)=[CH:23][CH:22]=2)=[CH:17][CH:16]=1)[CH2:7][C:8]1[CH:13]=[CH:12][CH:11]=[CH:10][CH:9]=1.CO.Cl. The catalyst is O.O1CCCC1. The product is [CH2:36]([C:28]1[O:29][C:30]2[CH:35]=[CH:34][CH:33]=[CH:32][C:31]=2[C:27]=1[C:24]1[CH:23]=[CH:22][C:21]([C:18]2[CH:19]=[CH:20][C:15]([O:14][C@@H:6]([CH2:7][C:8]3[CH:9]=[CH:10][CH:11]=[CH:12][CH:13]=3)[C:5]([OH:43])=[O:4])=[CH:16][CH:17]=2)=[CH:26][CH:25]=1)[C:37]1[CH:38]=[CH:39][CH:40]=[CH:41][CH:42]=1. The yield is 0.950. (3) The reactants are ClCCl.[OH:4][C:5]1[CH:6]=[C:7]2[C:12](=[CH:13][CH:14]=1)[CH2:11][N:10]([C:15]([O:17][C:18]([CH3:21])([CH3:20])[CH3:19])=[O:16])[CH2:9][CH2:8]2.[F:22][C:23]([F:36])([F:35])[S:24](O[S:24]([C:23]([F:36])([F:35])[F:22])(=[O:26])=[O:25])(=[O:26])=[O:25].C(N(CC)CC)C. The catalyst is [Cl-].[Na+].O. The product is [F:22][C:23]([F:36])([F:35])[S:24]([O:4][C:5]1[CH:6]=[C:7]2[C:12](=[CH:13][CH:14]=1)[CH2:11][N:10]([C:15]([O:17][C:18]([CH3:21])([CH3:20])[CH3:19])=[O:16])[CH2:9][CH2:8]2)(=[O:26])=[O:25]. The yield is 0.560. (4) The reactants are Cl[C:2]1[CH:3]=[CH:4][C:5]2[N:11]3[CH2:12][C@H:8]([CH2:9][CH2:10]3)[N:7]([C:13]([NH:15][C:16]3[CH:17]=[N:18][CH:19]=[CH:20][CH:21]=3)=[O:14])[C:6]=2[N:22]=1.CC1(C)C(C)(C)OB([C:31]2[CH:32]=[CH:33][C:34]([C:37]([F:40])([F:39])[F:38])=[N:35][CH:36]=2)O1.[O-]P([O-])([O-])=O.[K+].[K+].[K+].CC(C1C=C(C(C)C)C(C2C=CC=CC=2P(C2CCCCC2)C2CCCCC2)=C(C(C)C)C=1)C. The catalyst is O1CCOCC1.O.C1C=CC(/C=C/C(/C=C/C2C=CC=CC=2)=O)=CC=1.C1C=CC(/C=C/C(/C=C/C2C=CC=CC=2)=O)=CC=1.C1C=CC(/C=C/C(/C=C/C2C=CC=CC=2)=O)=CC=1.[Pd].[Pd]. The product is [N:18]1[CH:19]=[CH:20][CH:21]=[C:16]([NH:15][C:13]([N:7]2[C@@H:8]3[CH2:12][N:11]([CH2:10][CH2:9]3)[C:5]3[CH:4]=[CH:3][C:2]([C:31]4[CH:36]=[N:35][C:34]([C:37]([F:40])([F:39])[F:38])=[CH:33][CH:32]=4)=[N:22][C:6]2=3)=[O:14])[CH:17]=1. The yield is 0.583. (5) The reactants are [CH2:1]([O:3][C:4](=[O:29])[CH:5]=[CH:6][C:7]1[CH:12]=[CH:11][C:10]([O:13][CH2:14][CH2:15][C:16]2[N:17]=[C:18]([C:22]3[CH:27]=[CH:26][CH:25]=[CH:24][CH:23]=3)[O:19][C:20]=2[CH3:21])=[CH:9][C:8]=1[OH:28])[CH3:2]. The catalyst is [Pd]. The product is [CH2:1]([O:3][C:4](=[O:29])[CH2:5][CH2:6][C:7]1[CH:12]=[CH:11][C:10]([O:13][CH2:14][CH2:15][C:16]2[N:17]=[C:18]([C:22]3[CH:23]=[CH:24][CH:25]=[CH:26][CH:27]=3)[O:19][C:20]=2[CH3:21])=[CH:9][C:8]=1[OH:28])[CH3:2]. The yield is 1.00. (6) The reactants are [C:1]([C:4]1[CH:5]=[N:6][CH:7]=[C:8]([Br:10])[CH:9]=1)(=[NH:3])[NH2:2].CO[CH:13](OC)[CH2:14][CH:15](OC)OC. The catalyst is CN(C=O)C. The product is [Br:10][C:8]1[CH:7]=[N:6][CH:5]=[C:4]([C:1]2[N:2]=[CH:15][CH:14]=[CH:13][N:3]=2)[CH:9]=1. The yield is 0.220. (7) The reactants are [F:1][C:2]1[CH:3]=[C:4]([CH:7]=[CH:8][C:9]=1[OH:10])[CH:5]=[O:6].C([O-])([O-])=O.[K+].[K+].[CH2:17](Br)[C:18]1[CH:23]=[CH:22][CH:21]=[CH:20][CH:19]=1. The catalyst is C(#N)C. The product is [CH2:17]([O:10][C:9]1[CH:8]=[CH:7][C:4]([CH:5]=[O:6])=[CH:3][C:2]=1[F:1])[C:18]1[CH:23]=[CH:22][CH:21]=[CH:20][CH:19]=1. The yield is 0.770.